Dataset: Reaction yield outcomes from USPTO patents with 853,638 reactions. Task: Predict the reaction yield, written as a fraction of the theoretical maximum amount of product (1.0 means a 100% yield; for example, 0.34 means a 34% yield). (1) The reactants are [CH3:1][O:2][CH2:3][C@@H:4]1[NH:10][CH2:9][C:8]2[CH:11]=[CH:12][C:13]([C:15]([O:17][CH3:18])=[O:16])=[CH:14][C:7]=2[O:6][CH2:5]1.[BH-](OC(C)=O)(OC(C)=O)O[C:21](C)=O.[Na+]. The catalyst is C(O)(=O)C. The product is [CH3:1][O:2][CH2:3][C@@H:4]1[N:10]([CH3:21])[CH2:9][C:8]2[CH:11]=[CH:12][C:13]([C:15]([O:17][CH3:18])=[O:16])=[CH:14][C:7]=2[O:6][CH2:5]1. The yield is 0.290. (2) The catalyst is COCCOC.C1C=CC([P]([Pd]([P](C2C=CC=CC=2)(C2C=CC=CC=2)C2C=CC=CC=2)([P](C2C=CC=CC=2)(C2C=CC=CC=2)C2C=CC=CC=2)[P](C2C=CC=CC=2)(C2C=CC=CC=2)C2C=CC=CC=2)(C2C=CC=CC=2)C2C=CC=CC=2)=CC=1. The yield is 0.0500. The reactants are [CH3:1][O:2][C:3](=[O:40])[NH:4][CH:5]([C:9]([N:11]1[CH2:15][CH2:14][CH2:13][CH:12]1[C:16](=[O:39])[NH:17][C:18]1[CH:19]=[C:20]([C:24]2[CH:29]=[CH:28][C:27](B3OC(C)(C)C(C)(C)O3)=[CH:26][CH:25]=2)[CH:21]=[CH:22][CH:23]=1)=[O:10])[CH:6]([CH3:8])[CH3:7].[CH3:41][O:42][C:43](=[O:68])[NH:44][CH:45]([C:49]([N:51]1[CH2:55][CH2:54][CH2:53][CH:52]1[C:56]1[NH:57][C:58]([C:61]2[CH:66]=[CH:65][C:64](Br)=[CH:63][CH:62]=2)=[CH:59][N:60]=1)=[O:50])[CH:46]([CH3:48])[CH3:47].C(=O)([O-])[O-].[K+].[K+]. The product is [CH3:1][O:2][C:3](=[O:40])[NH:4][CH:5]([C:9]([N:11]1[CH2:15][CH2:14][CH2:13][CH:12]1[C:16](=[O:39])[NH:17][C:18]1[CH:19]=[C:20]([C:24]2[CH:25]=[CH:26][C:27]([C:64]3[CH:65]=[CH:66][C:61]([C:58]4[NH:57][C:56]([CH:52]5[CH2:53][CH2:54][CH2:55][N:51]5[C:49](=[O:50])[CH:45]([NH:44][C:43]([O:42][CH3:41])=[O:68])[CH:46]([CH3:48])[CH3:47])=[N:60][CH:59]=4)=[CH:62][CH:63]=3)=[CH:28][CH:29]=2)[CH:21]=[CH:22][CH:23]=1)=[O:10])[CH:6]([CH3:8])[CH3:7]. (3) The reactants are [Br:1][C:2]1[CH:15]=[CH:14][C:5]([O:6][CH2:7][C:8](N(OC)C)=[O:9])=[C:4]([O:16][CH3:17])[CH:3]=1.[CH:18]1([Mg]Br)[CH2:20][CH2:19]1.[NH4+].[Cl-]. The catalyst is C1COCC1. The product is [Br:1][C:2]1[CH:15]=[CH:14][C:5]([O:6][CH2:7][C:8]([CH:18]2[CH2:20][CH2:19]2)=[O:9])=[C:4]([O:16][CH3:17])[CH:3]=1. The yield is 0.920.